Dataset: Catalyst prediction with 721,799 reactions and 888 catalyst types from USPTO. Task: Predict which catalyst facilitates the given reaction. (1) Reactant: [C:1]([CH2:3][C@@H:4]1[CH2:9][C@H:8]([N:10]([CH:12]([CH3:14])[CH3:13])[CH3:11])[CH2:7][CH2:6][C@@H:5]1[NH:15]C(=O)[O-])#[N:2].[BrH:19]. Product: [NH2:15][C@H:5]1[CH2:6][CH2:7][C@@H:8]([N:10]([CH:12]([CH3:14])[CH3:13])[CH3:11])[CH2:9][C@H:4]1[CH2:3][C:1]#[N:2].[BrH:19]. The catalyst class is: 15. (2) Reactant: C([O:5][C:6](=[O:35])[CH:7]([NH:18][C:19](=[O:34])[CH:20]([C:22](=[O:33])[NH:23][CH2:24][C:25]1[CH:30]=[C:29]([F:31])[CH:28]=[C:27]([F:32])[CH:26]=1)[CH3:21])[CH2:8][C:9]1[C:17]2[C:12](=[CH:13][CH:14]=[CH:15][CH:16]=2)[NH:11][CH:10]=1)(C)(C)C.FC(F)(F)C(O)=O. Product: [F:32][C:27]1[CH:26]=[C:25]([CH:30]=[C:29]([F:31])[CH:28]=1)[CH2:24][NH:23][C:22]([CH:20]([CH3:21])[C:19]([NH:18][CH:7]([CH2:8][C:9]1[C:17]2[C:12](=[CH:13][CH:14]=[CH:15][CH:16]=2)[NH:11][CH:10]=1)[C:6]([OH:35])=[O:5])=[O:34])=[O:33]. The catalyst class is: 4. (3) The catalyst class is: 10. Reactant: Br[CH2:2][C:3]1[CH:8]=[CH:7][N:6]=[C:5]([C:9]2[CH:14]=[CH:13][CH:12]=[C:11]([Cl:15])[C:10]=2[Cl:16])[CH:4]=1.[Cl:17][C:18]1[CH:23]=[CH:22][C:21]([C:24]2[N:25]([CH2:30][C@H:31]([OH:36])[C:32]([F:35])([F:34])[F:33])[C:26](=[O:29])[NH:27][N:28]=2)=[CH:20][CH:19]=1.C(=O)([O-])[O-].[Cs+].[Cs+]. Product: [Cl:17][C:18]1[CH:23]=[CH:22][C:21]([C:24]2[N:25]([CH2:30][C@H:31]([OH:36])[C:32]([F:34])([F:35])[F:33])[C:26](=[O:29])[N:27]([CH2:2][C:3]3[CH:8]=[CH:7][N:6]=[C:5]([C:9]4[CH:14]=[CH:13][CH:12]=[C:11]([Cl:15])[C:10]=4[Cl:16])[CH:4]=3)[N:28]=2)=[CH:20][CH:19]=1. (4) Reactant: [F:1][C:2]1[CH:11]=[C:10]2[C:5]([CH:6]=[CH:7][C:8](=[O:12])[NH:9]2)=[N:4][CH:3]=1.[H-].[Na+].Br[CH2:16][CH:17]1[O:21][CH2:20][CH2:19][O:18]1.O. Product: [O:18]1[CH2:19][CH2:20][O:21][CH:17]1[CH2:16][N:9]1[C:10]2[C:5](=[N:4][CH:3]=[C:2]([F:1])[CH:11]=2)[CH:6]=[CH:7][C:8]1=[O:12]. The catalyst class is: 42. (5) Reactant: [S:1]1[C:5]2[CH:6]=[CH:7][C:8]([CH2:10][OH:11])=[CH:9][C:4]=2[N:3]=[CH:2]1. Product: [S:1]1[C:5]2[CH:6]=[CH:7][C:8]([CH:10]=[O:11])=[CH:9][C:4]=2[N:3]=[CH:2]1. The catalyst class is: 177. (6) Reactant: [CH2:10]([S:9][S:9][CH2:10][CH2:11][C@@H:12]([NH2:16])[C:13]([OH:15])=[O:14])[CH2:11][C@@H:12]([NH2:16])[C:13]([OH:15])=[O:14].[Na].Br[CH:19]([CH3:21])[CH3:20].[C:22](O[C:22]([O:24][C:25]([CH3:28])([CH3:27])[CH3:26])=[O:23])([O:24][C:25]([CH3:28])([CH3:27])[CH3:26])=[O:23]. Product: [C:25]([O:24][C:22]([NH:16][C@H:12]([CH2:11][CH2:10][S:9][CH:19]([CH3:21])[CH3:20])[C:13]([OH:15])=[O:14])=[O:23])([CH3:28])([CH3:27])[CH3:26]. The catalyst class is: 328. (7) The catalyst class is: 4. Reactant: [CH3:1][C:2]([Si:5](Cl)([CH3:7])[CH3:6])([CH3:4])[CH3:3].[CH3:9][O:10][C:11](=[O:29])[CH:12]([NH:21][C:22]([O:24][C:25]([CH3:28])([CH3:27])[CH3:26])=[O:23])[CH2:13][CH:14]1[CH2:19][CH2:18][CH:17]([OH:20])[CH2:16][CH2:15]1.N1C=CN=C1. Product: [CH3:9][O:10][C:11]([C@@H:12]([NH:21][C:22](=[O:23])[O:24][C:25]([CH3:27])([CH3:26])[CH3:28])[CH2:13][CH:14]1[CH2:19][CH2:18][CH:17]([O:20][Si:5]([C:2]([CH3:4])([CH3:3])[CH3:1])([CH3:7])[CH3:6])[CH2:16][CH2:15]1)=[O:29].